From a dataset of Full USPTO retrosynthesis dataset with 1.9M reactions from patents (1976-2016). Predict the reactants needed to synthesize the given product. (1) Given the product [C:1]([C:3]([C:6]1[CH:7]=[CH:8][C:9]([N:12]2[CH2:17][CH2:16][C:15]([O:18][CH3:22])=[C:14]([C:19]#[N:20])[C:13]2=[O:21])=[CH:10][CH:11]=1)([CH3:5])[CH3:4])#[N:2], predict the reactants needed to synthesize it. The reactants are: [C:1]([C:3]([C:6]1[CH:11]=[CH:10][C:9]([N:12]2[CH2:17][CH2:16][C:15]([OH:18])=[C:14]([C:19]#[N:20])[C:13]2=[O:21])=[CH:8][CH:7]=1)([CH3:5])[CH3:4])#[N:2].[CH3:22]N(C)C=O.C(Cl)(=O)C(Cl)=O. (2) Given the product [F:16][C:13]1[CH:14]=[CH:15][C:10]([C:8]2[NH:7][C:5]3[N:6]=[C:2]([N:17]4[CH2:22][CH2:21][O:20][CH2:19][CH2:18]4)[S:3][C:4]=3[CH:9]=2)=[CH:11][CH:12]=1, predict the reactants needed to synthesize it. The reactants are: Cl[C:2]1[S:3][C:4]2[CH:9]=[C:8]([C:10]3[CH:15]=[CH:14][C:13]([F:16])=[CH:12][CH:11]=3)[NH:7][C:5]=2[N:6]=1.[NH:17]1[CH2:22][CH2:21][O:20][CH2:19][CH2:18]1. (3) Given the product [F:41][C:19]1[CH:20]=[C:21]([NH:24][C:25]([C:27]2[C:32](=[O:33])[N:31]([C:34]3[CH:35]=[CH:36][C:37]([F:40])=[CH:38][CH:39]=3)[N:30]=[CH:29][CH:28]=2)=[O:26])[CH:22]=[CH:23][C:18]=1[O:17][C:16]1[CH:15]=[CH:14][N:13]=[C:12]2[N:8]([CH2:7][C:6]3[CH:5]=[CH:4][C:3]([O:2][CH3:1])=[CH:58][CH:57]=3)[N:9]=[C:10]([N:42]3[CH2:46][CH:45]4[CH:44]([CH2:49][NH:48][CH2:47]4)[CH2:43]3)[C:11]=12, predict the reactants needed to synthesize it. The reactants are: [CH3:1][O:2][C:3]1[CH:58]=[CH:57][C:6]([CH2:7][N:8]2[C:12]3=[N:13][CH:14]=[CH:15][C:16]([O:17][C:18]4[CH:23]=[CH:22][C:21]([NH:24][C:25]([C:27]5[C:32](=[O:33])[N:31]([C:34]6[CH:39]=[CH:38][C:37]([F:40])=[CH:36][CH:35]=6)[N:30]=[CH:29][CH:28]=5)=[O:26])=[CH:20][C:19]=4[F:41])=[C:11]3[C:10]([N:42]3[CH2:46][CH:45]4[CH2:47][N:48](C(OC(C)(C)C)=O)[CH2:49][CH:44]4[CH2:43]3)=[N:9]2)=[CH:5][CH:4]=1.FC(F)(F)C(O)=O. (4) The reactants are: [Si:1]([O:8][CH2:9][C:10]1[CH:15]=[CH:14][N:13]([C:16]([O:18][CH3:19])=[O:17])[CH:12]([CH2:20][CH2:21][C:22]([CH3:25])([CH3:24])[CH3:23])[CH:11]=1)([C:4]([CH3:7])([CH3:6])[CH3:5])([CH3:3])[CH3:2]. Given the product [Si:1]([O:8][CH2:9][CH:10]1[CH2:15][CH2:14][N:13]([C:16]([O:18][CH3:19])=[O:17])[CH:12]([CH2:20][CH2:21][C:22]([CH3:25])([CH3:24])[CH3:23])[CH2:11]1)([C:4]([CH3:7])([CH3:6])[CH3:5])([CH3:2])[CH3:3], predict the reactants needed to synthesize it. (5) Given the product [CH3:9][O:8][C:6](=[O:7])[C:5]1[CH:10]=[CH:11][C:2]([NH:27][CH2:26][CH2:25][F:24])=[C:3]([N+:12]([O-:14])=[O:13])[CH:4]=1, predict the reactants needed to synthesize it. The reactants are: Cl[C:2]1[CH:11]=[CH:10][C:5]([C:6]([O:8][CH3:9])=[O:7])=[CH:4][C:3]=1[N+:12]([O-:14])=[O:13].CCN(C(C)C)C(C)C.[F:24][CH2:25][CH2:26][NH2:27]. (6) Given the product [N:1]([C:4]1[CH:5]=[CH:6][C:7]([C:8]([NH:23][CH2:24][CH2:25][N:26]2[CH2:31][CH2:30][CH2:29][CH2:28][CH2:27]2)=[O:10])=[CH:11][CH:12]=1)=[N+:2]=[N-:3], predict the reactants needed to synthesize it. The reactants are: [N:1]([C:4]1[CH:12]=[CH:11][C:7]([C:8]([OH:10])=O)=[CH:6][CH:5]=1)=[N+:2]=[N-:3].C1C=CC2N(O)N=NC=2C=1.[NH2:23][CH2:24][CH2:25][N:26]1[CH2:31][CH2:30][CH2:29][CH2:28][CH2:27]1.CCN=C=NCCCN(C)C. (7) Given the product [ClH:1].[Cl:1][C:2]1[CH:3]=[CH:4][C:5]([CH2:6][C@H:7]([C:22]([N:24]2[CH2:29][CH2:28][C@@H:27]([N:30]([CH:36]3[CH2:37][CH2:38][CH2:39][CH2:40][CH2:41]3)[C:31]([N:33]([CH3:34])[CH3:35])=[O:32])[C@H:26]([CH3:42])[CH2:25]2)=[O:23])[NH:8][CH:9]2[CH2:10][CH2:11][C:12]([OH:21])([C:15]3[CH:16]=[CH:17][CH:18]=[CH:19][CH:20]=3)[CH2:13][CH2:14]2)=[CH:43][CH:44]=1, predict the reactants needed to synthesize it. The reactants are: [Cl:1][C:2]1[CH:44]=[CH:43][C:5]([CH2:6][C@H:7]([C:22]([N:24]2[CH2:29][CH2:28][C@@H:27]([N:30]([CH:36]3[CH2:41][CH2:40][CH2:39][CH2:38][CH2:37]3)[C:31]([N:33]([CH3:35])[CH3:34])=[O:32])[C@H:26]([CH3:42])[CH2:25]2)=[O:23])[NH:8][CH:9]2[CH2:14][CH2:13][C:12]([OH:21])([C:15]3[CH:20]=[CH:19][CH:18]=[CH:17][CH:16]=3)[CH2:11][CH2:10]2)=[CH:4][CH:3]=1.Cl.